Dataset: NCI-60 drug combinations with 297,098 pairs across 59 cell lines. Task: Regression. Given two drug SMILES strings and cell line genomic features, predict the synergy score measuring deviation from expected non-interaction effect. Drug 1: C1CCC(C1)C(CC#N)N2C=C(C=N2)C3=C4C=CNC4=NC=N3. Drug 2: CC1=C(C=C(C=C1)C(=O)NC2=CC(=CC(=C2)C(F)(F)F)N3C=C(N=C3)C)NC4=NC=CC(=N4)C5=CN=CC=C5. Cell line: KM12. Synergy scores: CSS=28.5, Synergy_ZIP=-5.46, Synergy_Bliss=-4.07, Synergy_Loewe=-2.79, Synergy_HSA=-0.991.